This data is from Forward reaction prediction with 1.9M reactions from USPTO patents (1976-2016). The task is: Predict the product of the given reaction. Given the reactants Cl.[CH3:2][O:3][C:4](=[O:18])[C@@H:5]1[CH2:9][C@@H:8]([NH2:10])[CH2:7][N:6]1[C:11]([O:13][C:14]([CH3:17])([CH3:16])[CH3:15])=[O:12].[Cl:19][C:20]1[S:24][C:23]([C:25](O)=[O:26])=[CH:22][CH:21]=1, predict the reaction product. The product is: [CH3:2][O:3][C:4]([C@@H:5]1[CH2:9][C@@H:8]([NH:10][C:25]([C:23]2[S:24][C:20]([Cl:19])=[CH:21][CH:22]=2)=[O:26])[CH2:7][N:6]1[C:11]([O:13][C:14]([CH3:15])([CH3:17])[CH3:16])=[O:12])=[O:18].